This data is from Forward reaction prediction with 1.9M reactions from USPTO patents (1976-2016). The task is: Predict the product of the given reaction. (1) Given the reactants C(N(CC)CC)C.[CH3:8][C:9]1([C:14](Cl)=O)[CH2:13][CH2:12][CH2:11][CH2:10]1.[N+:17](=C)=[N-:18], predict the reaction product. The product is: [N+:17](=[CH:14][C:9]1([CH3:8])[CH2:13][CH2:12][CH2:11][CH2:10]1)=[N-:18]. (2) Given the reactants [CH3:1][N:2]1[CH:6]=[CH:5][CH:4]=[C:3]1[C:7]([NH:9][CH:10]1[CH2:19][CH2:18][C:17]2[CH:16]=[C:15]([C:20]([O:22]C)=O)[CH:14]=[CH:13][C:12]=2[CH2:11]1)=[O:8].Cl.[NH2:25][OH:26].[OH-].[K+].C(O)(=O)C, predict the reaction product. The product is: [OH:26][NH:25][C:20]([C:15]1[CH:16]=[C:17]2[C:12](=[CH:13][CH:14]=1)[CH2:11][CH:10]([NH:9][C:7]([C:3]1[N:2]([CH3:1])[CH:6]=[CH:5][CH:4]=1)=[O:8])[CH2:19][CH2:18]2)=[O:22]. (3) Given the reactants [NH:1]1[CH2:6][CH2:5][CH:4]([NH:7][C:8]2[CH:13]=[CH:12][CH:11]=[CH:10][C:9]=2[C:14]([F:17])([F:16])[F:15])[CH2:3][CH2:2]1.[CH:18]1([CH2:21][CH2:22][NH:23][C:24]([C:26]2[N:27]=[N:28][C:29](Cl)=[CH:30][CH:31]=2)=[O:25])[CH2:20][CH2:19]1.C([O-])([O-])=O.[K+].[K+], predict the reaction product. The product is: [CH:18]1([CH2:21][CH2:22][NH:23][C:24]([C:26]2[N:27]=[N:28][C:29]([N:1]3[CH2:2][CH2:3][CH:4]([NH:7][C:8]4[CH:13]=[CH:12][CH:11]=[CH:10][C:9]=4[C:14]([F:15])([F:16])[F:17])[CH2:5][CH2:6]3)=[CH:30][CH:31]=2)=[O:25])[CH2:20][CH2:19]1. (4) Given the reactants [N:1]1[NH:2][N:3]=[CH:4][CH:5]=1.C(=O)([O-])[O-].[Cs+].[Cs+].CN[C@@H]1CCCC[C@H]1NC.I[C:23]1[CH:31]=[CH:30][C:29]([C:32]([F:35])([F:34])[F:33])=[CH:28][C:24]=1[C:25]([OH:27])=[O:26], predict the reaction product. The product is: [N:1]1[N:2]([C:23]2[CH:31]=[CH:30][C:29]([C:32]([F:33])([F:35])[F:34])=[CH:28][C:24]=2[C:25]([OH:27])=[O:26])[N:3]=[CH:4][CH:5]=1.